This data is from Peptide-MHC class II binding affinity with 134,281 pairs from IEDB. The task is: Regression. Given a peptide amino acid sequence and an MHC pseudo amino acid sequence, predict their binding affinity value. This is MHC class II binding data. (1) The peptide sequence is IIAGTPEVHAVKPGA. The MHC is DRB1_1302 with pseudo-sequence DRB1_1302. The binding affinity (normalized) is 0.373. (2) The binding affinity (normalized) is 0.690. The peptide sequence is AFILDQDNLFPKV. The MHC is HLA-DQA10501-DQB10201 with pseudo-sequence HLA-DQA10501-DQB10201. (3) The peptide sequence is FSTGLIIQGLKLMNS. The MHC is DRB3_0202 with pseudo-sequence DRB3_0202. The binding affinity (normalized) is 0.228. (4) The peptide sequence is SKFMQEINIEEQEYQ. The MHC is DRB1_0701 with pseudo-sequence DRB1_0701. The binding affinity (normalized) is 0.256. (5) The peptide sequence is KTGQALVVGIYDEPM. The MHC is DRB1_1201 with pseudo-sequence DRB1_1201. The binding affinity (normalized) is 0.429. (6) The peptide sequence is ISQAVHAAHAEINE. The MHC is DRB1_0101 with pseudo-sequence DRB1_0101. The binding affinity (normalized) is 0.0802. (7) The peptide sequence is MAFLRSVSRLAAAVF. The MHC is HLA-DQA10101-DQB10501 with pseudo-sequence HLA-DQA10101-DQB10501. The binding affinity (normalized) is 0.163. (8) The peptide sequence is NLMGTSALVLDLRHCTGGQV. The MHC is H-2-IAb with pseudo-sequence H-2-IAb. The binding affinity (normalized) is 0.0619.